Dataset: Tox21: 12 toxicity assays (nuclear receptors and stress response pathways). Task: Binary classification across 12 toxicity assays. (1) The compound is S=C1SCN(Cc2ccccc2)CN1Cc1ccccc1. It tested positive (active) for: NR-ER (Estrogen Receptor agonist activity), NR-PPAR-gamma (PPAR-gamma nuclear receptor agonist), and SR-MMP (Mitochondrial Membrane Potential disruption). (2) The molecule is CCCC(=O)O[C@]1(C(=O)COC(=O)CC)[C@@H](C)C[C@H]2[C@@H]3CCC4=CC(=O)C=C[C@]4(C)[C@@]3(F)[C@@H](O)C[C@@]21C. It tested positive (active) for: NR-AR (Androgen Receptor agonist activity), NR-AR-LBD (Androgen Receptor Ligand Binding Domain agonist), and SR-MMP (Mitochondrial Membrane Potential disruption). (3) The molecule is CC(C)(C)C(=O)C(Oc1ccc(Cl)cc1)n1cncn1. It tested positive (active) for: NR-AhR (Aryl hydrocarbon Receptor agonist activity), and NR-Aromatase (Aromatase enzyme inhibition).